Dataset: Forward reaction prediction with 1.9M reactions from USPTO patents (1976-2016). Task: Predict the product of the given reaction. Given the reactants [F:1][C:2]([F:20])([F:19])[C:3]1[CH:8]=[CH:7][C:6]([C:9]2[N:10]=[C:11]([C:14](OCC)=[O:15])[S:12][CH:13]=2)=[CH:5][CH:4]=1.[H-].[H-].[H-].[H-].[Li+].[Al+3], predict the reaction product. The product is: [F:20][C:2]([F:1])([F:19])[C:3]1[CH:4]=[CH:5][C:6]([C:9]2[N:10]=[C:11]([CH2:14][OH:15])[S:12][CH:13]=2)=[CH:7][CH:8]=1.